Dataset: Reaction yield outcomes from USPTO patents with 853,638 reactions. Task: Predict the reaction yield, written as a fraction of the theoretical maximum amount of product (1.0 means a 100% yield; for example, 0.34 means a 34% yield). The reactants are [Br:1][C:2]1[CH:3]=[CH:4][C:5]([N:8]2[CH:12]=[C:11]([CH2:13][CH2:14][C:15](OCC)=[O:16])[C:10]([CH:20]([CH2:23][CH3:24])[CH2:21][CH3:22])=[N:9]2)=[N:6][CH:7]=1.[H-].C([Al+]CC(C)C)C(C)C.Cl. The catalyst is O1CCCC1.CCCCCC. The product is [Br:1][C:2]1[CH:3]=[CH:4][C:5]([N:8]2[CH:12]=[C:11]([CH2:13][CH2:14][CH2:15][OH:16])[C:10]([CH:20]([CH2:23][CH3:24])[CH2:21][CH3:22])=[N:9]2)=[N:6][CH:7]=1. The yield is 0.770.